From a dataset of Catalyst prediction with 721,799 reactions and 888 catalyst types from USPTO. Predict which catalyst facilitates the given reaction. (1) Reactant: [Cl:1][C:2]1[CH:3]=[C:4]([CH:20]=[CH:21][C:22]=1[Cl:23])[CH2:5][N:6]([O:18][CH3:19])[C:7](=[O:17])[CH:8]=[C:9]1[C:13](=[O:14])OC(C)(C)[O:10]1.[CH2:24]=O.[NH2:26][CH2:27][CH2:28][N:29]1[CH2:34][CH2:33][O:32][CH2:31][CH2:30]1. Product: [Cl:1][C:2]1[CH:3]=[C:4]([CH:20]=[CH:21][C:22]=1[Cl:23])[CH2:5][N:6]([O:18][CH3:19])[C:7]([C:8]1[CH2:24][N:26]([CH2:27][CH2:28][N:29]2[CH2:34][CH2:33][O:32][CH2:31][CH2:30]2)[C:13](=[O:14])[C:9]=1[OH:10])=[O:17]. The catalyst class is: 5. (2) Reactant: [O:1]1[CH:5]=[CH:4][CH:3]=[C:2]1[C:6]1[N:7]=[C:8]([NH:17]C(=O)OC(C)(C)C)[S:9][C:10]=1[C:11]([CH2:13][CH2:14][O:15][CH3:16])=[O:12]. Product: [CH3:16][O:15][CH2:14][CH2:13][C:11]([C:10]1[S:9][C:8]([NH2:17])=[N:7][C:6]=1[C:2]1[O:1][CH:5]=[CH:4][CH:3]=1)=[O:12]. The catalyst class is: 55. (3) Reactant: C([O:5][C:6](=[O:33])[CH:7]([N:10]1[C:14]2[CH:15]=[C:16]([C:19]#[N:20])[CH:17]=[CH:18][C:13]=2[N:12]([S:21]([C:24]2[CH:29]=[CH:28][C:27]([O:30][CH3:31])=[CH:26][CH:25]=2)(=[O:23])=[O:22])[C:11]1=[O:32])[CH2:8][CH3:9])(C)(C)C.FC(F)(F)C(O)=O. Product: [C:19]([C:16]1[CH:17]=[CH:18][C:13]2[N:12]([S:21]([C:24]3[CH:25]=[CH:26][C:27]([O:30][CH3:31])=[CH:28][CH:29]=3)(=[O:23])=[O:22])[C:11](=[O:32])[N:10]([CH:7]([CH2:8][CH3:9])[C:6]([OH:33])=[O:5])[C:14]=2[CH:15]=1)#[N:20]. The catalyst class is: 2. (4) Reactant: [CH:1]([C:4]1[NH:8][N:7]=[C:6]([NH:9][C:10]2[C:11]3[CH2:26][CH2:25][CH2:24][C:12]=3[N:13]=[C:14]([N:16]3[CH2:20][CH2:19][CH2:18][CH:17]3[C:21](O)=[O:22])[N:15]=2)[CH:5]=1)([CH3:3])[CH3:2].Cl.CN.[CH3:30][N:31](C(ON1N=NC2C=CC=NC1=2)=[N+](C)C)C.F[P-](F)(F)(F)(F)F.C(N(C(C)C)CC)(C)C. Product: [CH:1]([C:4]1[NH:8][N:7]=[C:6]([NH:9][C:10]2[C:11]3[CH2:26][CH2:25][CH2:24][C:12]=3[N:13]=[C:14]([N:16]3[CH2:20][CH2:19][CH2:18][CH:17]3[C:21]([NH:31][CH3:30])=[O:22])[N:15]=2)[CH:5]=1)([CH3:3])[CH3:2]. The catalyst class is: 18. (5) Reactant: Cl[C:2]1[C:7](=[O:8])[N:6]([CH:9]([CH2:13][CH:14]2[CH2:18][CH2:17][CH2:16][CH2:15]2)[C:10]([OH:12])=[O:11])[N:5]=[CH:4][C:3]=1[OH:19].C([O-])=O.[NH4+]. Product: [CH:14]1([CH2:13][CH:9]([N:6]2[C:7](=[O:8])[CH:2]=[C:3]([OH:19])[CH:4]=[N:5]2)[C:10]([OH:12])=[O:11])[CH2:18][CH2:17][CH2:16][CH2:15]1. The catalyst class is: 29. (6) Reactant: [CH3:1][O:2][C:3]1[C:12]([O:13][CH3:14])=[N:11][C:10]2[C:9]([C:15](Cl)=[O:16])=[C:8]([CH3:18])[C:7]([N+:19]([O-:21])=[O:20])=[CH:6][C:5]=2[N:4]=1.[NH2:22][C:23]1[CH:28]=[CH:27][C:26]([CH3:29])=[CH:25][CH:24]=1. Product: [C:26]1([CH3:29])[CH:27]=[CH:28][C:23]([NH:22][C:15]([C:9]2[C:10]3[N:11]=[C:12]([O:13][CH3:14])[C:3]([O:2][CH3:1])=[N:4][C:5]=3[CH:6]=[C:7]([N+:19]([O-:21])=[O:20])[C:8]=2[CH3:18])=[O:16])=[CH:24][CH:25]=1. The catalyst class is: 7. (7) Product: [O:44]=[S:2]1(=[O:1])[CH2:7][CH2:6][CH:5]([CH2:8][O:9][C:10]2[CH:15]=[CH:14][C:13]([C:16]3[C:17]4[CH:24]=[C:23]([CH2:25][O:26][C:27]5[N:32]=[CH:31][C:30]([CH:33]([C:40]#[C:41][CH3:42])[CH2:34][C:35]([OH:37])=[O:36])=[CH:29][CH:28]=5)[CH:22]=[CH:21][C:18]=4[S:19][CH:20]=3)=[C:12]([CH3:43])[CH:11]=2)[CH2:4][CH2:3]1. Reactant: [O:1]=[S:2]1(=[O:44])[CH2:7][CH2:6][CH:5]([CH2:8][O:9][C:10]2[CH:15]=[CH:14][C:13]([C:16]3[C:17]4[CH:24]=[C:23]([CH2:25][O:26][C:27]5[N:32]=[CH:31][C:30]([CH:33]([C:40]#[C:41][CH3:42])[CH2:34][C:35]([O:37]CC)=[O:36])=[CH:29][CH:28]=5)[CH:22]=[CH:21][C:18]=4[S:19][CH:20]=3)=[C:12]([CH3:43])[CH:11]=2)[CH2:4][CH2:3]1.[Li+].[OH-].Cl. The catalyst class is: 14. (8) Reactant: N1(C[N:7]2[C:11]3[CH:12]=[CH:13][CH:14]=[CH:15][C:10]=3[N:9]=[CH:8]2)CCCC1.C([Li])CCC.[CH:21](=[O:28])[C:22]1[CH:27]=[CH:26][CH:25]=[CH:24][CH:23]=1. Product: [NH:9]1[C:10]2[CH:15]=[CH:14][CH:13]=[CH:12][C:11]=2[N:7]=[C:8]1[CH:21]([C:22]1[CH:27]=[CH:26][CH:25]=[CH:24][CH:23]=1)[OH:28]. The catalyst class is: 7.